Dataset: Full USPTO retrosynthesis dataset with 1.9M reactions from patents (1976-2016). Task: Predict the reactants needed to synthesize the given product. (1) Given the product [F:9][C:10]1[CH:15]=[CH:14][C:13]([C:16]2[N:17]=[C:18]([CH:28]([CH3:30])[CH3:29])[NH:19][C:20]=2[C:21]2[CH:26]=[CH:25][CH:24]=[C:23]([CH3:27])[N:22]=2)=[CH:12][C:11]=1[C:31]1[N:4]([CH3:6])[N:35]=[CH:34][CH:32]=1, predict the reactants needed to synthesize it. The reactants are: COC(OC)[N:4]([CH3:6])C.[F:9][C:10]1[CH:15]=[CH:14][C:13]([C:16]2[N:17]=[C:18]([CH:28]([CH3:30])[CH3:29])[NH:19][C:20]=2[C:21]2[CH:26]=[CH:25][CH:24]=[C:23]([CH3:27])[N:22]=2)=[CH:12][C:11]=1[C:31](=O)[CH3:32].[CH3:34][NH:35]N. (2) Given the product [Cl:8][C:5]1[CH:6]=[CH:7][C:2]([NH:1][C:17](=[O:23])[C:18]([O:20][CH3:21])=[O:19])=[N:3][CH:4]=1, predict the reactants needed to synthesize it. The reactants are: [NH2:1][C:2]1[CH:7]=[CH:6][C:5]([Cl:8])=[CH:4][N:3]=1.C(N(CC)CC)C.Cl[C:17](=[O:23])[C:18]([O:20][CH2:21]C)=[O:19].C(=O)([O-])O.[Na+]. (3) Given the product [S:10]1[CH:14]=[CH:13][CH:12]=[C:11]1[C:2]1[CH:7]=[CH:6][C:5]([F:8])=[CH:4][C:3]=1[OH:9], predict the reactants needed to synthesize it. The reactants are: Br[C:2]1[CH:7]=[CH:6][C:5]([F:8])=[CH:4][C:3]=1[OH:9].[S:10]1[CH:14]=[CH:13][CH:12]=[C:11]1B(O)O.C(=O)([O-])[O-].[Na+].[Na+]. (4) The reactants are: [Cl:1][C:2]1[CH:3]=[C:4]([CH:8]=[CH:9][C:10]=1[OH:11])[C:5](Cl)=[O:6].[O:12]1[C:17]2[CH:18]=[CH:19][CH:20]=[CH:21][C:16]=2[NH:15][CH2:14][CH2:13]1.C(O)C. Given the product [Cl:1][C:2]1[CH:3]=[C:4]([C:5]([N:15]2[C:16]3[CH:21]=[CH:20][CH:19]=[CH:18][C:17]=3[O:12][CH2:13][CH2:14]2)=[O:6])[CH:8]=[CH:9][C:10]=1[OH:11], predict the reactants needed to synthesize it. (5) Given the product [CH3:1][O:2][C:3]1[N:8]=[C:7]([N:9]2[C:13]3=[N:14][CH:15]=[N:16][C:17]([NH:18]/[N:19]=[CH:20]/[C:21]4[CH:29]=[CH:28][C:24]([C:25]([NH:38][CH2:37][CH2:36][CH2:35][N:30]5[CH2:34][CH2:33][CH2:32][CH2:31]5)=[O:26])=[CH:23][CH:22]=4)=[C:12]3[CH:11]=[N:10]2)[CH:6]=[CH:5][CH:4]=1, predict the reactants needed to synthesize it. The reactants are: [CH3:1][O:2][C:3]1[N:8]=[C:7]([N:9]2[C:13]3=[N:14][CH:15]=[N:16][C:17]([NH:18]/[N:19]=[CH:20]/[C:21]4[CH:29]=[CH:28][C:24]([C:25](O)=[O:26])=[CH:23][CH:22]=4)=[C:12]3[CH:11]=[N:10]2)[CH:6]=[CH:5][CH:4]=1.[N:30]1([CH2:35][CH2:36][CH2:37][NH2:38])[CH2:34][CH2:33][CH2:32][CH2:31]1.C(OP(C#N)(=O)OCC)C.C(N(CC)CC)C.[Na+].[Cl-]. (6) Given the product [C:18]1([C:21]2[CH:22]=[CH:23][CH:24]=[CH:25][CH:26]=2)[CH:19]=[CH:20][C:15]([CH2:14][C@H:10]([NH:9][C:7]([C:6]2[CH:38]=[C:2]([C:54]3[CH:55]=[CH:56][C:51]([S:48]([CH3:47])(=[O:50])=[O:49])=[CH:52][CH:53]=3)[CH:3]=[CH:4][CH:5]=2)=[O:8])[C:11]([OH:13])=[O:12])=[CH:16][CH:17]=1, predict the reactants needed to synthesize it. The reactants are: Br[C:2]1[CH:3]=[CH:4][C:5](OCCCCCCC)=[C:6]([CH:38]=1)[C:7]([NH:9][C@@H:10]([CH2:14][C:15]1[CH:20]=[CH:19][C:18]([C:21]2[CH:26]=[CH:25][CH:24]=[CH:23][C:22]=2OC2C=CC(C(F)(F)F)=CC=2)=[CH:17][CH:16]=1)[C:11]([OH:13])=[O:12])=[O:8].[CH3:47][S:48]([C:51]1[CH:56]=[CH:55][C:54](B(O)O)=[CH:53][CH:52]=1)(=[O:50])=[O:49]. (7) Given the product [CH2:23]([N:14]1[C:11]2[CH2:12][CH2:13][NH:8][CH2:9][C:10]=2[C:16]([C:17]2[CH:22]=[CH:21][CH:20]=[CH:19][CH:18]=2)=[CH:15]1)[C:24]1[CH:25]=[CH:26][CH:27]=[CH:28][CH:29]=1, predict the reactants needed to synthesize it. The reactants are: C(OC([N:8]1[CH2:13][CH2:12][C:11]2[N:14]([CH2:23][C:24]3[CH:29]=[CH:28][CH:27]=[CH:26][CH:25]=3)[CH:15]=[C:16]([C:17]3[CH:22]=[CH:21][CH:20]=[CH:19][CH:18]=3)[C:10]=2[CH2:9]1)=O)(C)(C)C.C(OC(N1CCC(=O)CC1)=O)(C)(C)C.[N+](C=CC1C=CC=CC=1)([O-])=O.